From a dataset of Forward reaction prediction with 1.9M reactions from USPTO patents (1976-2016). Predict the product of the given reaction. (1) The product is: [F:11][C:12]1([F:20])[CH2:17][CH2:16][CH:15]([CH:18]=[O:19])[CH2:14][CH2:13]1. Given the reactants CS(C)=O.C(Cl)(=O)C(Cl)=O.[F:11][C:12]1([F:20])[CH2:17][CH2:16][CH:15]([CH2:18][OH:19])[CH2:14][CH2:13]1.CCN(CC)CC, predict the reaction product. (2) Given the reactants [NH2:1][C:2]1[CH:3]([C:17]([O:19][CH3:20])=[O:18])[N:4](C)[C:5]([C:8]2[CH:13]=[CH:12][CH:11]=[C:10]([CH2:14]Cl)[CH:9]=2)=[CH:6][N:7]=1.C(#N)C.[CH2:24]([NH2:31])[C:25]1[CH:30]=[CH:29][CH:28]=[CH:27][CH:26]=1.C(N(C(C)C)CC)(C)C, predict the reaction product. The product is: [NH2:1][C:2]1[C:3]([C:17]([O:19][CH3:20])=[O:18])=[N:4][C:5]([C:8]2[CH:13]=[CH:12][CH:11]=[C:10]([CH2:14][NH:31][CH2:24][C:25]3[CH:30]=[CH:29][CH:28]=[CH:27][CH:26]=3)[CH:9]=2)=[CH:6][N:7]=1.